This data is from Full USPTO retrosynthesis dataset with 1.9M reactions from patents (1976-2016). The task is: Predict the reactants needed to synthesize the given product. (1) Given the product [CH2:12]([O:8][C:5]1[CH:6]=[CH:7][C:2]([F:1])=[CH:3][CH:4]=1)[CH:11]=[CH2:10], predict the reactants needed to synthesize it. The reactants are: [F:1][C:2]1[CH:7]=[CH:6][C:5]([OH:8])=[CH:4][CH:3]=1.Br[CH2:10][CH:11]=[CH2:12].C(=O)([O-])[O-].[K+].[K+]. (2) Given the product [CH2:20]([NH:19][C:18]([N:8]([CH2:7][C:6]([OH:28])=[O:5])[NH:9][CH2:10][C:11]1[CH:12]=[CH:13][C:14]([F:17])=[CH:15][CH:16]=1)=[O:27])[C:21]1[CH:22]=[CH:23][CH:24]=[CH:25][CH:26]=1, predict the reactants needed to synthesize it. The reactants are: C([O:5][C:6](=[O:28])[CH2:7][N:8]([C:18](=[O:27])[NH:19][CH2:20][C:21]1[CH:26]=[CH:25][CH:24]=[CH:23][CH:22]=1)[NH:9][CH2:10][C:11]1[CH:16]=[CH:15][C:14]([F:17])=[CH:13][CH:12]=1)(C)(C)C.Cl.